Dataset: NCI-60 drug combinations with 297,098 pairs across 59 cell lines. Task: Regression. Given two drug SMILES strings and cell line genomic features, predict the synergy score measuring deviation from expected non-interaction effect. Drug 1: CNC(=O)C1=CC=CC=C1SC2=CC3=C(C=C2)C(=NN3)C=CC4=CC=CC=N4. Drug 2: CC1=C2C(C(=O)C3(C(CC4C(C3C(C(C2(C)C)(CC1OC(=O)C(C(C5=CC=CC=C5)NC(=O)C6=CC=CC=C6)O)O)OC(=O)C7=CC=CC=C7)(CO4)OC(=O)C)O)C)OC(=O)C. Cell line: UO-31. Synergy scores: CSS=14.3, Synergy_ZIP=-2.78, Synergy_Bliss=6.97, Synergy_Loewe=2.89, Synergy_HSA=7.00.